This data is from Reaction yield outcomes from USPTO patents with 853,638 reactions. The task is: Predict the reaction yield, written as a fraction of the theoretical maximum amount of product (1.0 means a 100% yield; for example, 0.34 means a 34% yield). The reactants are [O:1]1[C:5]2[CH:6]=[CH:7][CH:8]=[CH:9][C:4]=2[C:3]([C:10]2[CH:11]=[N:12][NH:13][C:14]=2[NH2:15])=[N:2]1.[Cl:16][C:17]1[CH:22]=[CH:21][C:20]([C:23](=O)[CH2:24][C:25](OCC)=[O:26])=[CH:19][C:18]=1[O:31][CH2:32][CH3:33].CC1C=CC(S(O)(=O)=O)=CC=1. The catalyst is CCCCO. The product is [O:1]1[C:5]2[CH:6]=[CH:7][CH:8]=[CH:9][C:4]=2[C:3]([C:10]2[CH:11]=[N:12][N:13]3[C:25](=[O:26])[CH:24]=[C:23]([C:20]4[CH:21]=[CH:22][C:17]([Cl:16])=[C:18]([O:31][CH2:32][CH3:33])[CH:19]=4)[NH:15][C:14]=23)=[N:2]1. The yield is 0.460.